Dataset: Peptide-MHC class II binding affinity with 134,281 pairs from IEDB. Task: Regression. Given a peptide amino acid sequence and an MHC pseudo amino acid sequence, predict their binding affinity value. This is MHC class II binding data. (1) The peptide sequence is VFILDGDNLFPKV. The MHC is DRB3_0101 with pseudo-sequence DRB3_0101. The binding affinity (normalized) is 0.816. (2) The peptide sequence is HSRNLINELSERMAG. The MHC is DRB1_1201 with pseudo-sequence DRB1_1201. The binding affinity (normalized) is 0.142. (3) The peptide sequence is WMMAMKYPITA. The MHC is DRB1_0101 with pseudo-sequence DRB1_0101. The binding affinity (normalized) is 0.421.